Regression. Given a peptide amino acid sequence and an MHC pseudo amino acid sequence, predict their binding affinity value. This is MHC class I binding data. From a dataset of Peptide-MHC class I binding affinity with 185,985 pairs from IEDB/IMGT. (1) The peptide sequence is KKSAFYQSY. The MHC is HLA-A02:11 with pseudo-sequence HLA-A02:11. The binding affinity (normalized) is 0.0847. (2) The peptide sequence is FAIVPPLQI. The MHC is HLA-B15:01 with pseudo-sequence HLA-B15:01. The binding affinity (normalized) is 0.0847. (3) The peptide sequence is FLIFVLLAMA. The MHC is HLA-B08:01 with pseudo-sequence HLA-B08:01. The binding affinity (normalized) is 0.122. (4) The peptide sequence is FSDLCNFLI. The MHC is HLA-C05:01 with pseudo-sequence HLA-C05:01. The binding affinity (normalized) is 0.792. (5) The peptide sequence is TWEAWWTEYW. The MHC is HLA-A33:01 with pseudo-sequence HLA-A33:01. The binding affinity (normalized) is 0. (6) The peptide sequence is KQLGQIMLL. The MHC is HLA-A02:06 with pseudo-sequence HLA-A02:06. The binding affinity (normalized) is 0.838. (7) The peptide sequence is NTSTCFQEY. The MHC is HLA-B08:01 with pseudo-sequence HLA-B08:01. The binding affinity (normalized) is 0.0847.